Dataset: Forward reaction prediction with 1.9M reactions from USPTO patents (1976-2016). Task: Predict the product of the given reaction. (1) Given the reactants C([O:3][C:4](=[O:38])[CH:5]([O:35][CH2:36][CH3:37])[CH2:6][C:7]1[CH:12]=[CH:11][C:10]([O:13][CH2:14][CH2:15][N:16]([CH2:28][CH2:29][CH2:30][CH2:31][CH2:32][CH2:33][CH3:34])[C:17]([NH:19][C:20]2[CH:25]=[CH:24][C:23]([F:26])=[CH:22][C:21]=2[F:27])=[O:18])=[CH:9][CH:8]=1)C.[OH-].[Na+].Cl, predict the reaction product. The product is: [F:27][C:21]1[CH:22]=[C:23]([F:26])[CH:24]=[CH:25][C:20]=1[NH:19][C:17](=[O:18])[N:16]([CH2:15][CH2:14][O:13][C:10]1[CH:9]=[CH:8][C:7]([CH2:6][CH:5]([O:35][CH2:36][CH3:37])[C:4]([OH:38])=[O:3])=[CH:12][CH:11]=1)[CH2:28][CH2:29][CH2:30][CH2:31][CH2:32][CH2:33][CH3:34]. (2) The product is: [CH2:22]([N:24]([CH2:25][CH3:26])[C:8](=[O:9])[CH:7]([C:1]1[CH:6]=[CH:5][CH:4]=[CH:3][CH:2]=1)[C:11]([OH:12])=[O:17])[CH3:23]. Given the reactants [C:1]1([CH:7]([C:11](Cl)=[O:12])[C:8](Cl)=[O:9])[CH:6]=[CH:5][CH:4]=[CH:3][CH:2]=1.C(N)C.[O:17]1CCCC1.[CH2:22]([N:24](CC)[CH2:25][CH3:26])[CH3:23].Cl, predict the reaction product.